Dataset: Reaction yield outcomes from USPTO patents with 853,638 reactions. Task: Predict the reaction yield, written as a fraction of the theoretical maximum amount of product (1.0 means a 100% yield; for example, 0.34 means a 34% yield). The reactants are [N+:1]([C:4]1[CH:9]=[CH:8][CH:7]=[CH:6][C:5]=1[NH:10][C:11]1[CH:16]=[C:15]([NH:17][CH2:18][C:19]2[CH:20]=[N:21][CH:22]=[CH:23][CH:24]=2)[N:14]=[CH:13][N:12]=1)([O-:3])=[O:2].[H-].[Na+].[Cl:27][C:28]1[C:33]([N:34]=[C:35]=[O:36])=[C:32]([Cl:37])[C:31]([O:38][CH3:39])=[CH:30][C:29]=1[O:40][CH3:41].O. The catalyst is C1COCC1. The product is [Cl:27][C:28]1[C:29]([O:40][CH3:41])=[CH:30][C:31]([O:38][CH3:39])=[C:32]([Cl:37])[C:33]=1[NH:34][C:35](=[O:36])[N:17]([C:15]1[CH:16]=[C:11]([NH:10][C:5]2[CH:6]=[CH:7][CH:8]=[CH:9][C:4]=2[N+:1]([O-:3])=[O:2])[N:12]=[CH:13][N:14]=1)[CH2:18][C:19]1[CH:20]=[N:21][CH:22]=[CH:23][CH:24]=1. The yield is 0.320.